This data is from Reaction yield outcomes from USPTO patents with 853,638 reactions. The task is: Predict the reaction yield, written as a fraction of the theoretical maximum amount of product (1.0 means a 100% yield; for example, 0.34 means a 34% yield). (1) The reactants are [NH2:1][C@H:2]1[C:11]2[C:6](=[CH:7][CH:8]=[C:9]([F:12])[CH:10]=2)[N:5]([C:13](=[O:15])[CH3:14])[C@@H:4]([CH:16]2[CH2:18][CH2:17]2)[C@@H:3]1[CH3:19].Br[C:21]1[CH:26]=[CH:25][C:24]([F:27])=[CH:23][N:22]=1.CC(C)([O-])C.[Na+].CN(C1C(C2C(P(C3CCCCC3)C3CCCCC3)=CC=CC=2)=CC=CC=1)C. The catalyst is O1CCOCC1.C1C=CC(/C=C/C(/C=C/C2C=CC=CC=2)=O)=CC=1.C1C=CC(/C=C/C(/C=C/C2C=CC=CC=2)=O)=CC=1.C1C=CC(/C=C/C(/C=C/C2C=CC=CC=2)=O)=CC=1.[Pd].[Pd]. The product is [CH:16]1([C@H:4]2[C@H:3]([CH3:19])[C@@H:2]([NH:1][C:21]3[CH:26]=[CH:25][C:24]([F:27])=[CH:23][N:22]=3)[C:11]3[C:6](=[CH:7][CH:8]=[C:9]([F:12])[CH:10]=3)[N:5]2[C:13](=[O:15])[CH3:14])[CH2:18][CH2:17]1. The yield is 0.0440. (2) The reactants are Br[C:2]([CH3:9])([CH3:8])[C:3]([O:5][CH2:6][CH3:7])=[O:4].[CH3:10][CH:11]([SH:13])[CH3:12].[OH-].[K+]. The catalyst is C(O)C. The product is [CH2:6]([O:5][C:3](=[O:4])[C:2]([S:13][CH:11]([CH3:12])[CH3:10])([CH3:9])[CH3:8])[CH3:7]. The yield is 0.617. (3) The reactants are Br[C:2]1[C:3]([O:16][CH2:17][CH2:18][CH3:19])=[C:4]2[C:9](=[CH:10][CH:11]=1)[N:8]([C:12](=[O:14])[CH3:13])[C@@H:7]([CH3:15])[CH2:6][CH2:5]2.CC1(C)C(C)(C)OB([C:28]2[CH:29]=[N:30][N:31]([CH:33]3[CH2:38][CH2:37][N:36]([C:39]([O:41][C:42]([CH3:45])([CH3:44])[CH3:43])=[O:40])[CH2:35][CH2:34]3)[CH:32]=2)O1.C(=O)([O-])[O-].[Cs+].[Cs+]. The catalyst is O1CCOCC1.O.CC(C1C=C(C(C)C)C(C2C=CC=C(P(C3CCCCC3)C3CCCCC3)C=2)=C(C(C)C)C=1)C.C1C=[C-]C(C2C(N)=CC=CC=2)=CC=1.Cl[Pd+]. The product is [C:12]([N:8]1[C:9]2[C:4](=[C:3]([O:16][CH2:17][CH2:18][CH3:19])[C:2]([C:28]3[CH:29]=[N:30][N:31]([CH:33]4[CH2:34][CH2:35][N:36]([C:39]([O:41][C:42]([CH3:45])([CH3:44])[CH3:43])=[O:40])[CH2:37][CH2:38]4)[CH:32]=3)=[CH:11][CH:10]=2)[CH2:5][CH2:6][C@@H:7]1[CH3:15])(=[O:14])[CH3:13]. The yield is 0.830. (4) The reactants are [F:1][C:2]1[CH:7]=[C:6]([F:8])[CH:5]=[CH:4][C:3]=1[C:9]1[N:10]=[C:11]2[CH2:28][CH2:27][CH2:26][N:12]2[C:13]=1[C:14]1[CH:15]=[CH:16][C:17]2[N:18]([C:20]([C:23](=[O:25])[CH3:24])=[N:21][N:22]=2)[N:19]=1.[CH2:29]1COCC1.C[Mg]Cl.[Cl-].[NH4+]. The catalyst is O.C(Cl)Cl.C(Cl)Cl.CO. The product is [F:1][C:2]1[CH:7]=[C:6]([F:8])[CH:5]=[CH:4][C:3]=1[C:9]1[N:10]=[C:11]2[CH2:28][CH2:27][CH2:26][N:12]2[C:13]=1[C:14]1[CH:15]=[CH:16][C:17]2[N:18]([C:20]([C:23]([OH:25])([CH3:29])[CH3:24])=[N:21][N:22]=2)[N:19]=1. The yield is 0.910. (5) The reactants are [C:1]([C:3]1[C:8]([F:9])=[CH:7][CH:6]=[C:5]([F:10])[C:4]=1[N:11]=[CH:12][N:13](C)C)#[N:2].Cl.[CH3:17][C:18]1[CH:19]=[C:20]([CH:24]=[CH:25][C:26]=1[O:27][CH3:28])[CH2:21][CH2:22]N.C(O)C. The catalyst is C(O)(=O)C. The product is [F:9][C:8]1[CH:7]=[CH:6][C:5]([F:10])=[C:4]2[C:3]=1[C:1]([NH:2][CH2:22][CH2:21][C:20]1[CH:24]=[CH:25][C:26]([O:27][CH3:28])=[C:18]([CH3:17])[CH:19]=1)=[N:13][CH:12]=[N:11]2. The yield is 0.580. (6) The yield is 0.920. The catalyst is CN(C=O)C.C(#N)C.O. The product is [NH:11]1[CH:15]=[C:14]([N:16]2[C:19](=[O:26])[C:20]3[C:25](=[CH:24][CH:23]=[CH:22][CH:21]=3)[C:17]2=[O:27])[CH:13]=[N:12]1. The reactants are S([N:11]1[CH:15]=[C:14]([NH2:16])[CH:13]=[N:12]1)(C1C=CC(C)=CC=1)(=O)=O.[C:17]1(=[O:27])[C:25]2[C:20](=[CH:21][CH:22]=[CH:23][CH:24]=2)[C:19](=[O:26])O1.